Dataset: Peptide-MHC class II binding affinity with 134,281 pairs from IEDB. Task: Regression. Given a peptide amino acid sequence and an MHC pseudo amino acid sequence, predict their binding affinity value. This is MHC class II binding data. (1) The peptide sequence is PAPMLAAAAGWQTLS. The MHC is DRB4_0101 with pseudo-sequence DRB4_0103. The binding affinity (normalized) is 0.522. (2) The peptide sequence is EHYTVLFSDLANSHQ. The MHC is DRB3_0101 with pseudo-sequence DRB3_0101. The binding affinity (normalized) is 0.455. (3) The peptide sequence is AEEVEKIEKTEEPAP. The MHC is DRB1_0701 with pseudo-sequence DRB1_0701. The binding affinity (normalized) is 0.157. (4) The peptide sequence is AFKVPATAANAAPAN. The MHC is DRB1_1001 with pseudo-sequence DRB1_1001. The binding affinity (normalized) is 0.681. (5) The peptide sequence is VWLAYKVAAAGVSYHDRR. The MHC is DRB1_0405 with pseudo-sequence DRB1_0405. The binding affinity (normalized) is 0.191.